From a dataset of Forward reaction prediction with 1.9M reactions from USPTO patents (1976-2016). Predict the product of the given reaction. (1) Given the reactants CO[CH:3](OC)[N:4]([CH3:6])[CH3:5].[NH2:9][C:10]1[C:15]2[C:16]([C:19]3[CH:24]=[CH:23][C:22]([NH:25][C:26]([C:28]4[N:29]([CH3:37])[C:30]5[C:35]([CH:36]=4)=[CH:34][CH:33]=[CH:32][CH:31]=5)=[O:27])=[C:21]([O:38][CH3:39])[CH:20]=3)=[CH:17][S:18][C:14]=2[C:13]([N:40]=[C:41]([C:48]2[CH:53]=[CH:52][CH:51]=[CH:50][CH:49]=2)[C:42]2[CH:47]=[CH:46][CH:45]=[CH:44][CH:43]=2)=[CH:12][N:11]=1, predict the reaction product. The product is: [CH3:3][N:4]([CH:6]=[N:9][C:10]1[C:15]2[C:16]([C:19]3[CH:24]=[CH:23][C:22]([NH:25][C:26]([C:28]4[N:29]([CH3:37])[C:30]5[C:35]([CH:36]=4)=[CH:34][CH:33]=[CH:32][CH:31]=5)=[O:27])=[C:21]([O:38][CH3:39])[CH:20]=3)=[CH:17][S:18][C:14]=2[C:13]([N:40]=[C:41]([C:48]2[CH:53]=[CH:52][CH:51]=[CH:50][CH:49]=2)[C:42]2[CH:43]=[CH:44][CH:45]=[CH:46][CH:47]=2)=[CH:12][N:11]=1)[CH3:5]. (2) Given the reactants [C:1]1([C:7]2[O:11][C:10]([C:12]3[N:16]([C:17]4[CH:18]=[C:19]([CH:34]=[CH:35][CH:36]=4)[CH2:20][NH:21][C:22](=[O:33])[CH:23]([NH:25]C(=O)OC(C)(C)C)[CH3:24])[N:15]=[C:14]([C:37]([F:40])([F:39])[F:38])[CH:13]=3)=[N:9][N:8]=2)[CH:6]=[CH:5][CH:4]=[CH:3][CH:2]=1.FC(F)(F)C(O)=O, predict the reaction product. The product is: [C:1]1([C:7]2[O:11][C:10]([C:12]3[N:16]([C:17]4[CH:18]=[C:19]([CH:34]=[CH:35][CH:36]=4)[CH2:20][NH:21][C:22](=[O:33])[CH:23]([NH2:25])[CH3:24])[N:15]=[C:14]([C:37]([F:38])([F:39])[F:40])[CH:13]=3)=[N:9][N:8]=2)[CH:2]=[CH:3][CH:4]=[CH:5][CH:6]=1.